Dataset: Forward reaction prediction with 1.9M reactions from USPTO patents (1976-2016). Task: Predict the product of the given reaction. Given the reactants [Br:1][C:2]1[CH:3]=[C:4]([C@@:8]([NH:17][S@:18]([C:20]([CH3:23])([CH3:22])[CH3:21])=[O:19])([CH3:16])[CH2:9][C:10](N(OC)C)=[O:11])[CH:5]=[CH:6][CH:7]=1.[CH3:24][Mg]Br, predict the reaction product. The product is: [Br:1][C:2]1[CH:3]=[C:4]([C@:8]([NH:17][S@@:18]([C:20]([CH3:23])([CH3:22])[CH3:21])=[O:19])([CH3:16])[CH2:9][C:10](=[O:11])[CH3:24])[CH:5]=[CH:6][CH:7]=1.